From a dataset of Catalyst prediction with 721,799 reactions and 888 catalyst types from USPTO. Predict which catalyst facilitates the given reaction. (1) Reactant: [CH3:1][C:2]1[C:10]2[C:5](=[CH:6][CH:7]=[C:8]([N+:11]([O-])=O)[CH:9]=2)[N:4]([C:14]([O:16][C:17]([CH3:20])([CH3:19])[CH3:18])=[O:15])[N:3]=1.[H][H]. Product: [NH2:11][C:8]1[CH:9]=[C:10]2[C:5](=[CH:6][CH:7]=1)[N:4]([C:14]([O:16][C:17]([CH3:19])([CH3:18])[CH3:20])=[O:15])[N:3]=[C:2]2[CH3:1]. The catalyst class is: 29. (2) Reactant: CON(C)[C:4](=[O:22])[C:5]([CH3:21])([C:13]1[CH:18]=[CH:17][C:16]([S:19][CH3:20])=[CH:15][N:14]=1)[CH2:6][CH:7]1[CH2:12][CH2:11][O:10][CH2:9][CH2:8]1.[CH:24]([Mg]Br)=[CH2:25].Cl. Product: [CH3:21][C:5]([C:13]1[CH:18]=[CH:17][C:16]([S:19][CH3:20])=[CH:15][N:14]=1)([CH2:6][CH:7]1[CH2:8][CH2:9][O:10][CH2:11][CH2:12]1)[C:4](=[O:22])[CH:24]=[CH2:25]. The catalyst class is: 7. (3) Reactant: N([O-])=O.[Na+].[C:5]([C:8]1[CH:12]=[C:11]([C:13]([NH:15][C@@H:16]([CH3:34])[CH2:17][N:18]2[CH:22]=[CH:21][C:20]([C:23]3[CH:28]=[CH:27][C:26]([C:29]#[N:30])=[C:25]([N+]([O-])=O)[CH:24]=3)=[N:19]2)=[O:14])[NH:10][N:9]=1)(=[O:7])[CH3:6].S(=O)(=O)(O)O.[I-:40].[K+]. Product: [C:5]([C:8]1[NH:9][N:10]=[C:11]([C:13]([NH:15][C@@H:16]([CH3:34])[CH2:17][N:18]2[CH:22]=[CH:21][C:20]([C:23]3[CH:28]=[CH:27][C:26]([C:29]#[N:30])=[C:25]([I:40])[CH:24]=3)=[N:19]2)=[O:14])[CH:12]=1)(=[O:7])[CH3:6]. The catalyst class is: 578. (4) Reactant: Cl.[NH2:2][C:3]1[C:4]([N:9]2[CH2:13][CH2:12][C:11]([CH3:15])([CH3:14])[C:10]2=[O:16])=[N:5][N:6]([CH3:8])[CH:7]=1.[S:17]1[CH:21]=[CH:20][N:19]=[C:18]1[S:22]([C:25]1[CH:26]=[C:27]([CH:31]=[CH:32][CH:33]=1)[C:28](O)=[O:29])(=[O:24])=[O:23].CN(C(ON1N=NC2C=CC=NC1=2)=[N+](C)C)C.F[P-](F)(F)(F)(F)F.C(N(C(C)C)CC)(C)C. Product: [CH3:15][C:11]1([CH3:14])[CH2:12][CH2:13][N:9]([C:4]2[C:3]([NH:2][C:28](=[O:29])[C:27]3[CH:31]=[CH:32][CH:33]=[C:25]([S:22]([C:18]4[S:17][CH:21]=[CH:20][N:19]=4)(=[O:24])=[O:23])[CH:26]=3)=[CH:7][N:6]([CH3:8])[N:5]=2)[C:10]1=[O:16]. The catalyst class is: 18. (5) Reactant: Cl.[NH2:2][OH:3].C(=O)(O)[O-].[Na+].[C:9](#[N:15])[CH2:10][CH2:11][CH2:12][CH2:13][CH3:14].C1(C)C=CC=CC=1. Product: [OH:3][NH:2][C:9](=[NH:15])[CH2:10][CH2:11][CH2:12][CH2:13][CH3:14]. The catalyst class is: 32. (6) Reactant: [CH3:1][O:2][C:3](=[O:29])[C:4]1[CH:9]=[C:8]([F:10])[CH:7]=[C:6]([N+:11]([O-])=O)[C:5]=1[C:14]#[C:15][C:16]1[CH:21]=[CH:20][C:19]([CH2:22][N:23]([C:25]([O:27][CH3:28])=[O:26])[CH3:24])=[CH:18][CH:17]=1.[Cl-].[NH4+].Cl. Product: [CH3:1][O:2][C:3](=[O:29])[C:4]1[CH:9]=[C:8]([F:10])[CH:7]=[C:6]([NH2:11])[C:5]=1[C:14]#[C:15][C:16]1[CH:21]=[CH:20][C:19]([CH2:22][N:23]([C:25]([O:27][CH3:28])=[O:26])[CH3:24])=[CH:18][CH:17]=1. The catalyst class is: 415. (7) Reactant: [CH2:1]([O:8][C:9]1[CH:18]=[C:17]([O:19][CH2:20][C:21]2[CH:26]=[CH:25][CH:24]=[CH:23][CH:22]=2)[CH:16]=[C:15]2[C:10]=1[CH2:11][C@@H:12](O)[C@H:13]([C:27]1[CH:32]=[C:31]([O:33][CH2:34][C:35]3[CH:40]=[CH:39][CH:38]=[CH:37][CH:36]=3)[C:30]([O:41][CH2:42][C:43]3[CH:48]=[CH:47][CH:46]=[CH:45][CH:44]=3)=[C:29]([O:49][CH2:50][C:51]3[CH:56]=[CH:55][CH:54]=[CH:53][CH:52]=3)[CH:28]=1)[O:14]2)[C:2]1[CH:7]=[CH:6][CH:5]=[CH:4][CH:3]=1.C1(P(C2C=CC=CC=2)C2C=CC=CC=2)C=CC=CC=1.CCOC(/[N:82]=N/C(OCC)=O)=O.C1(P(N=[N+]=[N-])(C2C=CC=CC=2)=O)C=CC=CC=1. Product: [CH2:1]([O:8][C:9]1[CH:18]=[C:17]([O:19][CH2:20][C:21]2[CH:26]=[CH:25][CH:24]=[CH:23][CH:22]=2)[CH:16]=[C:15]2[C:10]=1[CH2:11][C@H:12]([NH2:82])[C@H:13]([C:27]1[CH:32]=[C:31]([O:33][CH2:34][C:35]3[CH:40]=[CH:39][CH:38]=[CH:37][CH:36]=3)[C:30]([O:41][CH2:42][C:43]3[CH:48]=[CH:47][CH:46]=[CH:45][CH:44]=3)=[C:29]([O:49][CH2:50][C:51]3[CH:56]=[CH:55][CH:54]=[CH:53][CH:52]=3)[CH:28]=1)[O:14]2)[C:2]1[CH:7]=[CH:6][CH:5]=[CH:4][CH:3]=1. The catalyst class is: 249. (8) Reactant: [CH3:1][O:2][C:3](=[O:22])[C:4]1[CH:9]=[CH:8][C:7]([O:10][C:11](=[O:21])[CH2:12][O:13]CC2C=CC=CC=2)=[CH:6][CH:5]=1. Product: [CH3:1][O:2][C:3](=[O:22])[C:4]1[CH:5]=[CH:6][C:7]([O:10][C:11](=[O:21])[CH2:12][OH:13])=[CH:8][CH:9]=1. The catalyst class is: 19.